Task: Predict the reactants needed to synthesize the given product.. Dataset: Full USPTO retrosynthesis dataset with 1.9M reactions from patents (1976-2016) (1) Given the product [OH:1][C:2]1[CH:3]=[C:4]2[C:8](=[CH:9][CH:10]=1)[C:7](=[O:11])[N:14]([CH2:15][C:16]([O:18][CH3:19])=[O:17])[C:5]2=[O:12], predict the reactants needed to synthesize it. The reactants are: [OH:1][C:2]1[CH:3]=[C:4]2[C:8](=[CH:9][CH:10]=1)[C:7](=[O:11])O[C:5]2=[O:12].Cl.[NH2:14][CH2:15][C:16]([O:18][CH3:19])=[O:17]. (2) The reactants are: [OH:1][CH2:2][N:3]1[C:7](=[O:8])[CH2:6][N:5]([CH2:9][C:10]#[CH:11])[C:4]1=[O:12].[CH:13]([O:16][N:17]=[CH:18]/[C:19](/[CH3:29])=[CH:20]/[C@@H:21]1[C@@H:23]([C:24](O)=[O:25])[C:22]1([CH3:28])[CH3:27])([CH3:15])[CH3:14].C(Cl)(Cl)Cl.Cl.C(N=C=NCCCN(C)C)C. Given the product [CH:13]([O:16][N:17]=[CH:18]/[C:19](/[CH3:29])=[CH:20]/[C@@H:21]1[C@@H:23]([C:24]([O:1][CH2:2][N:3]2[C:7](=[O:8])[CH2:6][N:5]([CH2:9][C:10]#[CH:11])[C:4]2=[O:12])=[O:25])[C:22]1([CH3:27])[CH3:28])([CH3:15])[CH3:14], predict the reactants needed to synthesize it.